Dataset: Reaction yield outcomes from USPTO patents with 853,638 reactions. Task: Predict the reaction yield, written as a fraction of the theoretical maximum amount of product (1.0 means a 100% yield; for example, 0.34 means a 34% yield). (1) The reactants are O1CCOCC1.[O:7]1[CH2:11][CH2:10][O:9][CH:8]1[C:12]1[CH:13]=[C:14](B(O)O)[C:15]([F:18])=[N:16][CH:17]=1.Cl[C:23]1[N:28]=[C:27]([CH3:29])[N:26]=[C:25]([S:30][CH3:31])[N:24]=1.C([O-])([O-])=O.[Na+].[Na+]. The catalyst is C1C=CC([P]([Pd]([P](C2C=CC=CC=2)(C2C=CC=CC=2)C2C=CC=CC=2)([P](C2C=CC=CC=2)(C2C=CC=CC=2)C2C=CC=CC=2)[P](C2C=CC=CC=2)(C2C=CC=CC=2)C2C=CC=CC=2)(C2C=CC=CC=2)C2C=CC=CC=2)=CC=1.O. The product is [O:7]1[CH2:11][CH2:10][O:9][CH:8]1[C:12]1[CH:13]=[C:14]([C:23]2[N:28]=[C:27]([CH3:29])[N:26]=[C:25]([S:30][CH3:31])[N:24]=2)[C:15]([F:18])=[N:16][CH:17]=1. The yield is 0.483. (2) The reactants are [CH:1]1[CH:6]=[C:5]2/[C:7](/C(N[C:4]2=[CH:3][CH:2]=1)=O)=C/C1NC=CC=1.[CH3:17][C:18]([O:23]/N=C(/C(NCC=O)=O)\C1N=C(N)SC=1)([C:20]([OH:22])=O)[CH3:19].N1CC[CH2:41][CH2:40][CH2:39]1.[CH3:44][OH:45]. No catalyst specified. The product is [CH2:7]([O:45][CH2:44][CH2:19][C@@:18]1([CH3:17])[CH2:20][O:22][C:40]([CH3:41])([CH3:39])[O:23]1)[C:5]1[CH:6]=[CH:1][CH:2]=[CH:3][CH:4]=1. The yield is 0.810. (3) The reactants are [F:1][C:2]1[C:3]([CH3:17])=[CH:4][CH:5]=[C:6]2[C:11]=1[NH:10][C:9]([C:12]([O:14][CH3:15])=[O:13])=[CH:8][C:7]2=O.O=P(Cl)(Cl)[Cl:20]. No catalyst specified. The product is [Cl:20][C:7]1[C:6]2[C:11](=[C:2]([F:1])[C:3]([CH3:17])=[CH:4][CH:5]=2)[N:10]=[C:9]([C:12]([O:14][CH3:15])=[O:13])[CH:8]=1. The yield is 0.750. (4) The reactants are Cl[C:2]1[CH:7]=[C:6]([C:8]2[CH:13]=[C:12]([Cl:14])[CH:11]=[CH:10][C:9]=2[O:15][CH2:16][CH:17]2[CH2:22][CH2:21][CH2:20][CH2:19][CH2:18]2)[N:5]=[C:4]([NH2:23])[N:3]=1.[Cl:24][C:25]1[CH:31]=[CH:30][C:28]([NH2:29])=[CH:27][CH:26]=1. No catalyst specified. The product is [Cl:14][C:12]1[CH:11]=[CH:10][C:9]([O:15][CH2:16][CH:17]2[CH2:22][CH2:21][CH2:20][CH2:19][CH2:18]2)=[C:8]([C:6]2[N:5]=[C:4]([NH2:23])[N:3]=[C:2]([NH:29][C:28]3[CH:30]=[CH:31][C:25]([Cl:24])=[CH:26][CH:27]=3)[CH:7]=2)[CH:13]=1. The yield is 0.980.